Dataset: Peptide-MHC class I binding affinity with 185,985 pairs from IEDB/IMGT. Task: Regression. Given a peptide amino acid sequence and an MHC pseudo amino acid sequence, predict their binding affinity value. This is MHC class I binding data. The peptide sequence is GTKGKLYIAL. The MHC is HLA-A68:02 with pseudo-sequence HLA-A68:02. The binding affinity (normalized) is 0.175.